This data is from Peptide-MHC class I binding affinity with 185,985 pairs from IEDB/IMGT. The task is: Regression. Given a peptide amino acid sequence and an MHC pseudo amino acid sequence, predict their binding affinity value. This is MHC class I binding data. (1) The MHC is HLA-A23:01 with pseudo-sequence HLA-A23:01. The binding affinity (normalized) is 0.0847. The peptide sequence is MSRKLHRYI. (2) The peptide sequence is LPSCPTNFCIF. The MHC is HLA-A68:02 with pseudo-sequence HLA-A68:02. The binding affinity (normalized) is 0.0847. (3) The peptide sequence is SDYLELDTI. The MHC is HLA-A02:02 with pseudo-sequence HLA-A02:02. The binding affinity (normalized) is 0.00370.